This data is from Full USPTO retrosynthesis dataset with 1.9M reactions from patents (1976-2016). The task is: Predict the reactants needed to synthesize the given product. (1) Given the product [CH2:26]([O:25][C:23](=[O:24])[CH2:22][O:1][C:2]1[CH:7]=[C:6]([O:8][CH3:9])[CH:5]=[CH:4][C:3]=1[C:10](=[O:14])[CH:11]([CH3:12])[CH3:13])[CH3:27], predict the reactants needed to synthesize it. The reactants are: [OH:1][C:2]1[CH:7]=[C:6]([O:8][CH3:9])[CH:5]=[CH:4][C:3]=1[C:10](=[O:14])[CH:11]([CH3:13])[CH3:12].C([O-])([O-])=O.[Cs+].[Cs+].Br[CH2:22][C:23]([O:25][CH2:26][CH3:27])=[O:24]. (2) Given the product [Cl:21][C:18]1[CH:19]=[CH:20][C:15]([N:8]2[C:7](=[O:22])[C:6]3[C:11](=[C:2]([CH:27]=[CH2:28])[C:3]([NH:23][C:24](=[O:26])[CH3:25])=[CH:4][CH:5]=3)[N:10]=[C:9]2[CH:12]([CH3:14])[CH3:13])=[CH:16][CH:17]=1, predict the reactants needed to synthesize it. The reactants are: Br[C:2]1[C:3]([NH:23][C:24](=[O:26])[CH3:25])=[CH:4][CH:5]=[C:6]2[C:11]=1[N:10]=[C:9]([CH:12]([CH3:14])[CH3:13])[N:8]([C:15]1[CH:20]=[CH:19][C:18]([Cl:21])=[CH:17][CH:16]=1)[C:7]2=[O:22].[CH2:27]([Sn](CCCC)(CCCC)C=C)[CH2:28]CC.C1COCC1. (3) Given the product [Br:1][C:2]1[CH:3]=[CH:4][C:5]([CH2:22][CH3:23])=[C:6]([CH:8]2[C:9](=[O:21])[CH:10]3[CH:15]([C:14]4([CH3:19])[O:18][C:11]3([CH3:20])[CH2:12][CH2:13]4)[C:16]2=[O:17])[CH:7]=1, predict the reactants needed to synthesize it. The reactants are: [Br:1][C:2]1[CH:3]=[CH:4][C:5]([CH2:22][CH3:23])=[C:6]([CH:8]2[C:16](=[O:17])[CH:15]3[CH:10]([C:11]4([CH3:20])[O:18][C:14]3([CH3:19])[CH:13]=[CH:12]4)[C:9]2=[O:21])[CH:7]=1. (4) Given the product [CH:1]1([C:4]2[C:5]([O:18][C@@H:19]3[CH2:20][C:28]([CH3:33])([CH3:29])[CH2:26][NH:23][CH2:24]3)=[CH:6][C:7]([F:17])=[C:8]([CH:16]=2)[C:9]([O:11][C:12]([CH3:13])([CH3:15])[CH3:14])=[O:10])[CH2:2][CH2:3]1, predict the reactants needed to synthesize it. The reactants are: [CH:1]1([C:4]2[C:5]([O:18][C@H:19]3[C@H:24]4C[C@H](C[N:23]4[C@H:26]([C:28]4[CH:33]=CC=C[CH:29]=4)C)[CH2:20]3)=[CH:6][C:7]([F:17])=[C:8]([CH:16]=2)[C:9]([O:11][C:12]([CH3:15])([CH3:14])[CH3:13])=[O:10])[CH2:3][CH2:2]1.C(N1CC(C)(C)C[C@@H](OC2C(C3CC3)=CC(C(OC(C)(C)C)=O)=C(F)C=2)C1)C1C=CC=CC=1. (5) Given the product [C:33]([O:31][CH2:30][C@H:7]1[CH2:6][C@@H:5]([O:4][C:1](=[O:3])[CH3:2])[CH2:10][CH2:9][C@@:8]1([C@H:12]1[CH2:20][CH2:19][C@@:18]2([CH3:21])[C@@H:14]([CH2:15][CH2:16][C@@:17]2([OH:27])[C:22]2[S:23][CH:24]=[CH:25][CH:26]=2)[C@@H:13]1[CH2:28][OH:29])[CH3:11])(=[O:34])[CH3:32], predict the reactants needed to synthesize it. The reactants are: [C:1]([O:4][C@H:5]1[CH2:10][CH2:9][C@@:8]([C@H:12]2[CH2:20][CH2:19][C@@:18]3([CH3:21])[C@@H:14]([CH2:15][CH2:16][C@@:17]3([OH:27])[C:22]3[S:23][CH:24]=[CH:25][CH:26]=3)[C@@H:13]2[CH2:28][OH:29])([CH3:11])[C@@H:7]([CH2:30][OH:31])[CH2:6]1)(=[O:3])[CH3:2].[CH3:32][C:33](OC(C)=O)=[O:34]. (6) The reactants are: Br[CH2:2][C:3]1[CH:12]=[CH:11][C:6]([C:7]([O:9][CH3:10])=[O:8])=[CH:5][C:4]=1[O:13][CH3:14].[F:15][C:16]1[CH:21]=[CH:20][C:19]([CH2:22][NH2:23])=[CH:18][CH:17]=1.C(N(CC)CC)C. Given the product [F:15][C:16]1[CH:21]=[CH:20][C:19]([CH2:22][NH:23][CH2:2][C:3]2[CH:12]=[CH:11][C:6]([C:7]([O:9][CH3:10])=[O:8])=[CH:5][C:4]=2[O:13][CH3:14])=[CH:18][CH:17]=1, predict the reactants needed to synthesize it. (7) Given the product [CH2:1]([O:3][C:4]([C:6]1([C:9]2[CH:14]=[CH:13][C:12]([C:15]3[CH:20]=[CH:19][C:18]([C:21]4[O:25][N:24]=[C:23]([CH3:26])[C:22]=4[CH2:27][N:37]4[C@@H:36]([CH2:29][C:30]5[CH:35]=[CH:34][CH:33]=[CH:32][CH:31]=5)[CH2:40][O:39][C:38]4=[O:41])=[CH:17][CH:16]=3)=[CH:11][CH:10]=2)[CH2:8][CH2:7]1)=[O:5])[CH3:2], predict the reactants needed to synthesize it. The reactants are: [CH2:1]([O:3][C:4]([C:6]1([C:9]2[CH:14]=[CH:13][C:12]([C:15]3[CH:20]=[CH:19][C:18]([C:21]4[O:25][N:24]=[C:23]([CH3:26])[C:22]=4[CH2:27]Br)=[CH:17][CH:16]=3)=[CH:11][CH:10]=2)[CH2:8][CH2:7]1)=[O:5])[CH3:2].[CH2:29]([C@H:36]1[CH2:40][O:39][C:38](=[O:41])[NH:37]1)[C:30]1[CH:35]=[CH:34][CH:33]=[CH:32][CH:31]=1.